Dataset: Buchwald-Hartwig C-N cross coupling reaction yields with 55,370 reactions. Task: Predict the reaction yield, written as a fraction of the theoretical maximum amount of product (1.0 means a 100% yield; for example, 0.34 means a 34% yield). (1) The reactants are Clc1cccnc1.Cc1ccc(N)cc1.O=S(=O)(O[Pd]1c2ccccc2-c2ccccc2N~1)C(F)(F)F.COc1ccc(OC)c(P(C(C)(C)C)C(C)(C)C)c1-c1c(C(C)C)cc(C(C)C)cc1C(C)C.CN(C)C(=NC(C)(C)C)N(C)C.Cc1cc(-c2ccccc2)on1. No catalyst specified. The product is Cc1ccc(Nc2cccnc2)cc1. The yield is 0.0839. (2) The reactants are Clc1cccnc1.Cc1ccc(N)cc1.O=S(=O)(O[Pd]1c2ccccc2-c2ccccc2N~1)C(F)(F)F.COc1ccc(OC)c(P([C@]23C[C@H]4C[C@H](C[C@H](C4)C2)C3)[C@]23C[C@H]4C[C@H](C[C@H](C4)C2)C3)c1-c1c(C(C)C)cc(C(C)C)cc1C(C)C.CN1CCCN2CCCN=C12.c1ccc(CN(Cc2ccccc2)c2ccon2)cc1. No catalyst specified. The product is Cc1ccc(Nc2cccnc2)cc1. The yield is 0.249. (3) The reactants are Ic1cccnc1.Cc1ccc(N)cc1.O=S(=O)(O[Pd]1c2ccccc2-c2ccccc2N~1)C(F)(F)F.CC(C)c1cc(C(C)C)c(-c2ccccc2P(C2CCCCC2)C2CCCCC2)c(C(C)C)c1.CN1CCCN2CCCN=C12.c1ccc(-c2cnoc2)cc1. No catalyst specified. The product is Cc1ccc(Nc2cccnc2)cc1. The yield is 0.259. (4) The reactants are COc1ccc(Br)cc1.Cc1ccc(N)cc1.O=S(=O)(O[Pd]1c2ccccc2-c2ccccc2N~1)C(F)(F)F.CC(C)c1cc(C(C)C)c(-c2ccccc2P(C(C)(C)C)C(C)(C)C)c(C(C)C)c1.CCN=P(N=P(N(C)C)(N(C)C)N(C)C)(N(C)C)N(C)C.c1ccc(-c2ccno2)cc1. No catalyst specified. The product is COc1ccc(Nc2ccc(C)cc2)cc1. The yield is 0.160. (5) The reactants are FC(F)(F)c1ccc(Br)cc1.Cc1ccc(N)cc1.O=S(=O)(O[Pd]1c2ccccc2-c2ccccc2N~1)C(F)(F)F.COc1ccc(OC)c(P([C@]23C[C@H]4C[C@H](C[C@H](C4)C2)C3)[C@]23C[C@H]4C[C@H](C[C@H](C4)C2)C3)c1-c1c(C(C)C)cc(C(C)C)cc1C(C)C.CN(C)C(=NC(C)(C)C)N(C)C.c1ccc(CN(Cc2ccccc2)c2ccno2)cc1. No catalyst specified. The product is Cc1ccc(Nc2ccc(C(F)(F)F)cc2)cc1. The yield is 0.263. (6) No catalyst specified. The yield is 0.0185. The product is COc1ccc(Nc2ccc(C)cc2)cc1. The reactants are COc1ccc(Cl)cc1.Cc1ccc(N)cc1.O=S(=O)(O[Pd]1c2ccccc2-c2ccccc2N~1)C(F)(F)F.CC(C)c1cc(C(C)C)c(-c2ccccc2P(C(C)(C)C)C(C)(C)C)c(C(C)C)c1.CCN=P(N=P(N(C)C)(N(C)C)N(C)C)(N(C)C)N(C)C.COC(=O)c1ccno1.